Dataset: Full USPTO retrosynthesis dataset with 1.9M reactions from patents (1976-2016). Task: Predict the reactants needed to synthesize the given product. (1) Given the product [CH:1]1([C:4]2[CH:9]=[CH:8][C:7]([NH2:10])=[CH:6][CH:5]=2)[CH2:3][CH2:2]1, predict the reactants needed to synthesize it. The reactants are: [CH:1]1([C:4]2[CH:9]=[CH:8][C:7]([N+:10]([O-])=O)=[CH:6][CH:5]=2)[CH2:3][CH2:2]1.C1(C2C=CC=CC=2[N+]([O-])=O)CC1. (2) Given the product [CH2:1]([N:3]1[C:12]2[C:7](=[C:8]([F:17])[C:9]([OH:15])=[C:10]([OH:13])[CH:11]=2)[C:6](=[O:18])[C:5]([C:19]([OH:21])=[O:20])=[CH:4]1)[CH3:2], predict the reactants needed to synthesize it. The reactants are: [CH2:1]([N:3]1[C:12]2[C:7](=[C:8]([F:17])[C:9]([O:15]C)=[C:10]([O:13]C)[CH:11]=2)[C:6](=[O:18])[C:5]([C:19]([O:21]CC)=[O:20])=[CH:4]1)[CH3:2].B(Br)(Br)Br. (3) Given the product [OH:31][NH:30][C:12]([CH2:11][CH2:10][CH2:9][CH2:8][CH2:7][NH:6][C:4](=[O:5])[C:3]1[CH:15]=[CH:16][CH:17]=[C:18]([C:19]2[CH:24]=[CH:23][C:22]([O:25][CH3:26])=[CH:21][C:20]=2[O:27][CH3:28])[C:2]=1[CH3:1])=[O:13], predict the reactants needed to synthesize it. The reactants are: [CH3:1][C:2]1[C:18]([C:19]2[CH:24]=[CH:23][C:22]([O:25][CH3:26])=[CH:21][C:20]=2[O:27][CH3:28])=[CH:17][CH:16]=[CH:15][C:3]=1[C:4]([NH:6][CH2:7][CH2:8][CH2:9][CH2:10][CH2:11][C:12](O)=[O:13])=[O:5].Cl.[NH2:30][OH:31]. (4) The reactants are: [CH:1]1[C:10]2[CH2:9][CH2:8][CH2:7][CH2:6][C:5]=2[CH:4]=[CH:3][C:2]=1[S:11]([C:14]1[CH:19]=[CH:18][C:17]([CH3:20])=[CH:16][CH:15]=1)(=[O:13])=[O:12].Cl[S:22]([OH:25])(=O)=[O:23].Cl.[F:27][C:28]1[CH:36]=[CH:35][CH:34]=[CH:33][C:29]=1[CH2:30][CH2:31][NH2:32]. Given the product [F:27][C:28]1[CH:36]=[CH:35][CH:34]=[CH:33][C:29]=1[CH2:30][CH2:31][NH:32][S:22]([C:4]1[C:5]2[CH2:6][CH2:7][CH2:8][CH2:9][C:10]=2[CH:1]=[C:2]([S:11]([C:14]2[CH:15]=[CH:16][C:17]([CH3:20])=[CH:18][CH:19]=2)(=[O:13])=[O:12])[CH:3]=1)(=[O:25])=[O:23], predict the reactants needed to synthesize it. (5) Given the product [CH3:14][C@@H:15]1[CH2:19][CH2:20][CH2:21][N:16]1[CH2:17][CH2:23][C:27]1[CH:2]=[C:3]2[C:7](=[CH:25][CH:26]=1)[N:28]=[C:11]([C:7]1([C:3]3[CH:2]=[N:1][CH:6]=[CH:5][CH:4]=3)[CH2:10][CH2:9][CH2:8]1)[CH:12]=[CH:4]2, predict the reactants needed to synthesize it. The reactants are: [N:1]1[CH:6]=[CH:5][CH:4]=[C:3]([C:7]2([C:11](=O)[CH3:12])[CH2:10][CH2:9][CH2:8]2)[CH:2]=1.[CH3:14][C:15]1[N:16]=[C:17]([C:23]2S[CH:25]=[CH:26][CH:27]=2)S[C:19]=1[C:20](=O)[CH3:21].[NH3:28]. (6) Given the product [CH2:28]([O:27][C:25]([NH:18][C@@H:19]([CH2:20][O:7][CH2:6][C@H:5]([O:4][CH2:3][C:2]([CH3:1])=[CH2:17])[C@@H:8]([O:12][CH2:13][C:14]([CH3:16])=[CH2:15])[C@@H:9]([OH:11])[CH3:10])[C:21]([O:23][CH3:24])=[O:22])=[O:26])[C:29]1[CH:30]=[CH:31][CH:32]=[CH:33][CH:34]=1.[CH2:28]([O:27][C:25]([NH:18][C@@H:19]([CH2:20][O:11][C@H:9]([C@H:8]([O:12][CH2:13][C:14]([CH3:16])=[CH2:15])[C@@H:5]([O:4][CH2:3][C:2]([CH3:1])=[CH2:17])[CH2:6][OH:7])[CH3:10])[C:21]([O:23][CH3:24])=[O:22])=[O:26])[C:29]1[CH:30]=[CH:31][CH:32]=[CH:33][CH:34]=1, predict the reactants needed to synthesize it. The reactants are: [CH3:1][C:2](=[CH2:17])[CH2:3][O:4][C@H:5]([C@@H:8]([O:12][CH2:13][C:14]([CH3:16])=[CH2:15])[C@@H:9]([OH:11])[CH3:10])[CH2:6][OH:7].[N@:18]1([C:25]([O:27][CH2:28][C:29]2[CH:34]=[CH:33][CH:32]=[CH:31][CH:30]=2)=[O:26])[CH2:20][CH:19]1[C:21]([O:23][CH3:24])=[O:22].B(F)(F)F.CCOCC. (7) The reactants are: [CH:1]([C:3]1[CH:12]=[CH:11][C:6]([C:7]([O:9][CH3:10])=[O:8])=[CH:5][C:4]=1[OH:13])=[O:2].C([O-])([O-])=O.[K+].[K+].[CH2:20](Br)[CH:21]=[CH2:22]. Given the product [CH2:22]([O:13][C:4]1[CH:5]=[C:6]([CH:11]=[CH:12][C:3]=1[CH:1]=[O:2])[C:7]([O:9][CH3:10])=[O:8])[CH:21]=[CH2:20], predict the reactants needed to synthesize it.